This data is from Reaction yield outcomes from USPTO patents with 853,638 reactions. The task is: Predict the reaction yield, written as a fraction of the theoretical maximum amount of product (1.0 means a 100% yield; for example, 0.34 means a 34% yield). (1) The reactants are Br[C:2]1[CH:7]=[C:6]([CH:8]([O:11][CH3:12])[O:9][CH3:10])[CH:5]=[CH:4][N:3]=1.[CH3:13][O:14][C:15]1[N:20]=[C:19](B2OC(C)(C)C(C)(C)O2)[CH:18]=[CH:17][CH:16]=1.C(=O)([O-])[O-].[Cs+].[Cs+]. The catalyst is CN(C=O)C.C([O-])(=O)C.[Pd+2].C([O-])(=O)C.C1C=CC(P(C2C=CC=CC=2)[C-]2C=CC=C2)=CC=1.C1C=CC(P(C2C=CC=CC=2)[C-]2C=CC=C2)=CC=1.[Fe+2].Cl[Cu]. The product is [CH3:10][O:9][CH:8]([O:11][CH3:12])[C:6]1[CH:5]=[CH:4][N:3]=[C:2]([C:19]2[CH:18]=[CH:17][CH:16]=[C:15]([O:14][CH3:13])[N:20]=2)[CH:7]=1. The yield is 0.820. (2) The reactants are [NH2:1][C:2]1[N:7]=[CH:6][N:5]=[C:4]2[N:8]([CH2:12][C@H:13]3[CH2:17][CH2:16][CH2:15][N:14]3[C:18]([O:20][C:21]([CH3:24])([CH3:23])[CH3:22])=[O:19])[N:9]=[C:10](I)[C:3]=12.[F:25][C:26]1[CH:47]=[CH:46][CH:45]=[C:44]([F:48])[C:27]=1[O:28][C:29]1[CH:34]=[CH:33][C:32](B2OC(C)(C)C(C)(C)O2)=[CH:31][CH:30]=1.C(=O)([O-])[O-].[Na+].[Na+]. The catalyst is O1CCOCC1.O. The product is [NH2:1][C:2]1[N:7]=[CH:6][N:5]=[C:4]2[N:8]([CH2:12][C@H:13]3[CH2:17][CH2:16][CH2:15][N:14]3[C:18]([O:20][C:21]([CH3:24])([CH3:23])[CH3:22])=[O:19])[N:9]=[C:10]([C:32]3[CH:31]=[CH:30][C:29]([O:28][C:27]4[C:44]([F:48])=[CH:45][CH:46]=[CH:47][C:26]=4[F:25])=[CH:34][CH:33]=3)[C:3]=12. The yield is 0.790. (3) The reactants are C1(C)C=CC(S(O)(=O)=O)=CC=1.[NH2:12][CH:13]([CH3:27])[C:14]([C:16]1[CH:21]=[CH:20][C:19]([F:22])=[C:18]([C:23]([F:26])([F:25])[F:24])[CH:17]=1)=[O:15].[C:28]([N:35]1[CH2:40][CH2:39][CH:38]([C:41](O)=[O:42])[CH2:37][CH2:36]1)([O:30][C:31]([CH3:34])([CH3:33])[CH3:32])=[O:29].CN1CCOCC1.CCCP1(OP(CCC)(=O)OP(CCC)(=O)O1)=O. The catalyst is CCOC(C)=O.CN(C)C=O. The product is [C:31]([O:30][C:28]([N:35]1[CH2:40][CH2:39][CH:38]([C:41](=[O:42])[NH:12][CH:13]([CH3:27])[C:14]([C:16]2[CH:21]=[CH:20][C:19]([F:22])=[C:18]([C:23]([F:26])([F:24])[F:25])[CH:17]=2)=[O:15])[CH2:37][CH2:36]1)=[O:29])([CH3:34])([CH3:33])[CH3:32]. The yield is 0.510.